From a dataset of Reaction yield outcomes from USPTO patents with 853,638 reactions. Predict the reaction yield, written as a fraction of the theoretical maximum amount of product (1.0 means a 100% yield; for example, 0.34 means a 34% yield). (1) The reactants are [Br:1][C:2]1[CH:7]=[CH:6][C:5]([C:8]2[CH:12]=[C:11]([OH:13])[N:10]([C:14]3[CH:19]=[CH:18][CH:17]=[CH:16][N:15]=3)[N:9]=2)=[CH:4][CH:3]=1.[C:20](O[C:20]([O:22][C:23]([CH3:26])([CH3:25])[CH3:24])=[O:21])([O:22][C:23]([CH3:26])([CH3:25])[CH3:24])=[O:21]. The catalyst is C(Cl)Cl.CN(C)C1C=CN=CC=1. The product is [C:20](=[O:21])([O:22][C:23]([CH3:26])([CH3:25])[CH3:24])[O:13][C:11]1[N:10]([C:14]2[CH:19]=[CH:18][CH:17]=[CH:16][N:15]=2)[N:9]=[C:8]([C:5]2[CH:4]=[CH:3][C:2]([Br:1])=[CH:7][CH:6]=2)[CH:12]=1. The yield is 0.980. (2) The reactants are C1C2C(C[O:15][C:16]([N:18]([CH2:31][C:32]3[N:36]([CH3:37])[C:35]4[CH:38]=[CH:39][CH:40]=[CH:41][C:34]=4[N:33]=3)[CH2:19][CH2:20][NH:21][C@@H:22]([C:27]([CH3:30])([CH3:29])[CH3:28])[C:23]([O:25][CH3:26])=[O:24])=O)C3C(=CC=CC=3)C=2C=CC=1.C(NCC)C.[N+](C1C=CC(OC(=O)OC2C=CC([N+]([O-])=O)=CC=2)=CC=1)([O-])=O. The catalyst is CN(C)C=O.ClC(Cl)C. The product is [CH3:30][C:27]([CH3:29])([CH3:28])[C@H:22]([N:21]1[CH2:20][CH2:19][N:18]([CH2:31][C:32]2[N:36]([CH3:37])[C:35]3[CH:38]=[CH:39][CH:40]=[CH:41][C:34]=3[N:33]=2)[C:16]1=[O:15])[C:23]([O:25][CH3:26])=[O:24]. The yield is 0.640. (3) The reactants are [C:1]([O:5][C:6]([CH3:9])([CH3:8])[CH3:7])(=[O:4])[CH:2]=[CH2:3].C1CCN2C(=NCCC2)CC1.[CH3:21][N+:22]([O-:24])=[O:23]. No catalyst specified. The product is [C:6]([O:5][C:1](=[O:4])[CH2:2][CH2:3][CH2:21][N+:22]([O-:24])=[O:23])([CH3:9])([CH3:8])[CH3:7]. The yield is 0.540. (4) The reactants are [C:1](=[NH:23])([O:3][CH2:4][CH2:5][C:6]1[CH:11]=[CH:10][C:9]([O:12][C:13]2[CH:18]=[CH:17][CH:16]=[C:15]([C:19]([F:22])([F:21])[F:20])[N:14]=2)=[CH:8][CH:7]=1)[NH2:2].FC(F)(F)C([O-])=O.[CH:31]([CH:33]([CH2:38][C:39]1[CH:40]=[N:41][C:42]([O:45][CH3:46])=[N:43][CH:44]=1)[C:34](OC)=O)=[O:32].C([O-])([O-])=O.[K+].[K+]. The catalyst is CN1C(=O)CCC1. The product is [CH3:46][O:45][C:42]1[N:41]=[CH:40][C:39]([CH2:38][C:33]2[C:31](=[O:32])[N:23]=[C:1]([O:3][CH2:4][CH2:5][C:6]3[CH:7]=[CH:8][C:9]([O:12][C:13]4[CH:18]=[CH:17][CH:16]=[C:15]([C:19]([F:22])([F:21])[F:20])[N:14]=4)=[CH:10][CH:11]=3)[NH:2][CH:34]=2)=[CH:44][N:43]=1. The yield is 0.0614. (5) The reactants are [C:1]([O:5][C:6]([N:8]1[CH2:11][C:10]([F:15])([C:12]([OH:14])=O)[CH2:9]1)=[O:7])([CH3:4])([CH3:3])[CH3:2].C(N1C=CN=C1)(N1C=CN=C1)=O.C(N(CC)CC)C.Cl.[Cl:36][C:37]1[CH:38]=[C:39]2[C:43](=[CH:44][CH:45]=1)[NH:42][C:41]1[CH:46]([CH2:50][CH:51]([CH3:53])[CH3:52])[NH:47][CH2:48][CH2:49][C:40]2=1. The catalyst is ClCCl.O. The product is [Cl:36][C:37]1[CH:38]=[C:39]2[C:43](=[CH:44][CH:45]=1)[NH:42][C:41]1[CH:46]([CH2:50][CH:51]([CH3:53])[CH3:52])[N:47]([C:12]([C:10]3([F:15])[CH2:9][N:8]([C:6]([O:5][C:1]([CH3:2])([CH3:3])[CH3:4])=[O:7])[CH2:11]3)=[O:14])[CH2:48][CH2:49][C:40]2=1. The yield is 0.590. (6) The yield is 0.0800. The catalyst is OS(O)(=O)=O. The product is [CH3:1][C:2]1([CH3:14])[CH2:3][CH2:4][CH2:5][NH:6][C:7]2[CH:12]=[CH:11][CH:10]=[CH:9][C:8]1=2. The reactants are [CH3:1][CH:2]([CH3:14])[CH:3](O)[CH2:4][CH2:5][NH:6][C:7]1[CH:12]=[CH:11][CH:10]=[CH:9][CH:8]=1.[OH-].[Na+]. (7) The reactants are [H-].[Na+].[Br:3][C:4]1[CH:11]=[CH:10][C:7]([CH:8]=O)=[CH:6][CH:5]=1. The catalyst is [Cl-].C([P+](C1C=CC=CC=1)(C1C=CC=CC=1)C1C=CC=CC=1)C1C=CC=CC=1.CN(C=O)C. The product is [Br:3][C:4]1[CH:11]=[CH:10][C:7]([CH:8]=[CH:8][C:7]2[CH:10]=[CH:11][CH:4]=[CH:5][CH:6]=2)=[CH:6][CH:5]=1. The yield is 0.500. (8) The reactants are [N:1]([CH2:4][CH2:5][C:6]1([C:11]([NH:13][C@@H:14]([CH2:18][C:19]2[CH:24]=[CH:23][C:22]([NH:25][C:26](=[O:35])[C:27]3[C:32]([Cl:33])=[CH:31][CH:30]=[CH:29][C:28]=3[Cl:34])=[CH:21][CH:20]=2)[C:15]([OH:17])=[O:16])=[O:12])[CH2:10][CH2:9][CH2:8][CH2:7]1)=[N+]=[N-].CP(C)C.O. The catalyst is C1COCC1. The product is [NH2:1][CH2:4][CH2:5][C:6]1([C:11]([NH:13][C@@H:14]([CH2:18][C:19]2[CH:20]=[CH:21][C:22]([NH:25][C:26](=[O:35])[C:27]3[C:32]([Cl:33])=[CH:31][CH:30]=[CH:29][C:28]=3[Cl:34])=[CH:23][CH:24]=2)[C:15]([OH:17])=[O:16])=[O:12])[CH2:10][CH2:9][CH2:8][CH2:7]1. The yield is 0.770.